From a dataset of Clinical trial toxicity outcomes and FDA approval status for drugs. Regression/Classification. Given a drug SMILES string, predict its toxicity properties. Task type varies by dataset: regression for continuous values (e.g., LD50, hERG inhibition percentage) or binary classification for toxic/non-toxic outcomes (e.g., AMES mutagenicity, cardiotoxicity, hepatotoxicity). Dataset: clintox. (1) The drug is CCC(Cc1c(I)cc(I)c(N)c1I)C(=O)[O-]. The result is 0 (passed clinical trial). (2) The molecule is C[C@]12C[C@H](O)[C@H]3[C@@H](CCC4=CC(=O)CC[C@@]43C)[C@@H]1CC[C@]2(O)C(=O)COC(=O)CCC(=O)[O-]. The result is 0 (passed clinical trial). (3) The molecule is CCOC(=O)Nc1ccc(NCc2ccc(F)cc2)cc1N. The result is 0 (passed clinical trial). (4) The drug is CC1(C)S[C@@H]2[C@H](/[NH+]=C/N3CCCCCC3)C(=O)N2[C@H]1C(=O)[O-]. The result is 0 (passed clinical trial). (5) The compound is CCC(=O)O[C@@](Cc1ccccc1)(c1ccccc1)[C@@H](C)C[NH+](C)C. The result is 0 (passed clinical trial). (6) The compound is CCCCCCCC(=O)OCC(O)CO. The result is 0 (passed clinical trial).